Dataset: Forward reaction prediction with 1.9M reactions from USPTO patents (1976-2016). Task: Predict the product of the given reaction. (1) Given the reactants Cl[C:2]1[CH:7]=[C:6]([O:8][C:9]2[C:14]([F:15])=[CH:13][C:12]([NH:16][C:17]([C:19]3[C:24](=[O:25])[C:23]([C:26]4[CH:31]=[CH:30][C:29]([F:32])=[CH:28][CH:27]=4)=[CH:22][N:21]([CH3:33])[CH:20]=3)=[O:18])=[C:11]([F:34])[CH:10]=2)[CH:5]=[CH:4][N:3]=1.[CH3:35][N:36]1[CH:40]=[C:39](B(O)O)[CH:38]=[N:37]1.C([O-])([O-])=O.[K+].[K+], predict the reaction product. The product is: [F:34][C:11]1[CH:10]=[C:9]([O:8][C:6]2[CH:5]=[CH:4][N:3]=[C:2]([C:39]3[CH:38]=[N:37][N:36]([CH3:35])[CH:40]=3)[CH:7]=2)[C:14]([F:15])=[CH:13][C:12]=1[NH:16][C:17]([C:19]1[C:24](=[O:25])[C:23]([C:26]2[CH:31]=[CH:30][C:29]([F:32])=[CH:28][CH:27]=2)=[CH:22][N:21]([CH3:33])[CH:20]=1)=[O:18]. (2) Given the reactants [CH3:1][CH:2]1[CH2:7][CH2:6][N:5]([C:8]([O:10]C(C)(C)C)=O)[CH2:4][CH:3]1[C:15]1[N:16]=[N:17][N:18]2[C:23]=1[C:22]1[CH:24]=[CH:25][NH:26][C:21]=1[N:20]=[CH:19]2.[C:27]([CH2:29]C(O)=O)#[N:28].O, predict the reaction product. The product is: [CH3:1][CH:2]1[CH2:7][CH2:6][N:5]([C:8](=[O:10])[CH2:29][C:27]#[N:28])[CH2:4][CH:3]1[C:15]1[N:16]=[N:17][N:18]2[C:23]=1[C:22]1[CH:24]=[CH:25][NH:26][C:21]=1[N:20]=[CH:19]2. (3) Given the reactants [C:1]([C:9]1[CH:17]=[CH:16][C:12]([C:13]([OH:15])=O)=[CH:11][CH:10]=1)(=[O:8])[C:2]1[CH:7]=[CH:6][CH:5]=[CH:4][CH:3]=1.Cl.[NH2:19][CH2:20][CH2:21][CH2:22][NH:23][C:24](=[O:28])[C:25]([CH3:27])=[CH2:26].C(N(CC)CC)C.[N-]=C=S, predict the reaction product. The product is: [C:1]([C:9]1[CH:10]=[CH:11][C:12]([C:13]([NH:19][CH2:20][CH2:21][CH2:22][NH:23][C:24](=[O:28])[C:25]([CH3:27])=[CH2:26])=[O:15])=[CH:16][CH:17]=1)(=[O:8])[C:2]1[CH:3]=[CH:4][CH:5]=[CH:6][CH:7]=1. (4) Given the reactants [Cl:1][C:2]1[CH:10]=[CH:9][C:5]([C:6](Cl)=[O:7])=[CH:4][C:3]=1[N+:11]([O-:13])=[O:12].[Br:14][C:15]1[CH:22]=[CH:21][CH:20]=[CH:19][C:16]=1[CH2:17][NH2:18], predict the reaction product. The product is: [Br:14][C:15]1[CH:22]=[CH:21][CH:20]=[CH:19][C:16]=1[CH2:17][NH:18][C:6](=[O:7])[C:5]1[CH:9]=[CH:10][C:2]([Cl:1])=[C:3]([N+:11]([O-:13])=[O:12])[CH:4]=1. (5) Given the reactants C([O:8][NH:9][C:10](=[O:36])[CH2:11][CH2:12][CH2:13][CH2:14][CH2:15][N:16]1[CH2:24][C:23]2[C:18](=[CH:19][CH:20]=[CH:21][C:22]=2[C:25]2[CH:30]=[CH:29][C:28]([O:31][CH3:32])=[CH:27][C:26]=2[O:33][CH3:34])[C:17]1=[O:35])C1C=CC=CC=1.[H][H], predict the reaction product. The product is: [CH3:34][O:33][C:26]1[CH:27]=[C:28]([O:31][CH3:32])[CH:29]=[CH:30][C:25]=1[C:22]1[CH:21]=[CH:20][CH:19]=[C:18]2[C:23]=1[CH2:24][N:16]([CH2:15][CH2:14][CH2:13][CH2:12][CH2:11][C:10]([NH:9][OH:8])=[O:36])[C:17]2=[O:35].